This data is from Catalyst prediction with 721,799 reactions and 888 catalyst types from USPTO. The task is: Predict which catalyst facilitates the given reaction. Reactant: [CH3:1][C@@H:2]1[CH2:6][CH2:5][CH2:4][N:3]1[CH2:7][CH2:8][C:9]1[CH:14]=[CH:13][C:12]([C:15]2[CH:16]=[C:17]3[C:21](=[CH:22][CH:23]=2)[CH2:20][NH:19][CH2:18]3)=[CH:11][CH:10]=1.C(N(CC)CC)C.Cl.[C:32](Cl)(=[O:39])[C:33]1[CH:38]=[CH:37][N:36]=[CH:35][CH:34]=1. Product: [CH3:1][C@@H:2]1[CH2:6][CH2:5][CH2:4][N:3]1[CH2:7][CH2:8][C:9]1[CH:10]=[CH:11][C:12]([C:15]2[CH:16]=[C:17]3[C:21](=[CH:22][CH:23]=2)[CH2:20][N:19]([C:32]([C:33]2[CH:38]=[CH:37][N:36]=[CH:35][CH:34]=2)=[O:39])[CH2:18]3)=[CH:13][CH:14]=1. The catalyst class is: 4.